Dataset: Forward reaction prediction with 1.9M reactions from USPTO patents (1976-2016). Task: Predict the product of the given reaction. (1) Given the reactants [NH2:1][C:2]1[CH:3]=[CH:4][C:5]([S:12](=[O:25])(=[O:24])[NH:13][C:14]2[CH:15]=[CH:16][C:17]3[CH2:21][O:20][B:19]([OH:22])[C:18]=3[CH:23]=2)=[C:6]([CH2:8][C:9](O)=[O:10])[CH:7]=1.[CH2:26]([NH2:29])[C:27]#[CH:28].C1CN([P+](ON2N=NC3C=CC=CC2=3)(N2CCCC2)N2CCCC2)CC1.F[P-](F)(F)(F)(F)F.C(N(CC)CC)C, predict the reaction product. The product is: [NH2:1][C:2]1[CH:3]=[CH:4][C:5]([S:12](=[O:24])(=[O:25])[NH:13][C:14]2[CH:15]=[CH:16][C:17]3[CH2:21][O:20][B:19]([OH:22])[C:18]=3[CH:23]=2)=[C:6]([CH2:8][C:9]([NH:29][CH2:26][C:27]#[CH:28])=[O:10])[CH:7]=1. (2) Given the reactants [CH3:1][C:2]([C:5]1[N:9]=[C:8]([C:10]([O:12]CC)=O)[N:7]([CH2:15][CH3:16])[N:6]=1)([CH3:4])[CH3:3].[NH2:17][C:18]1[CH:19]=[C:20]([CH:26]=[CH:27][CH:28]=1)[C:21]([NH:23][CH2:24][CH3:25])=[O:22], predict the reaction product. The product is: [CH3:4][C:2]([C:5]1[N:9]=[C:8]([C:10]([NH:17][C:18]2[CH:28]=[CH:27][CH:26]=[C:20]([C:21]([NH:23][CH2:24][CH3:25])=[O:22])[CH:19]=2)=[O:12])[N:7]([CH2:15][CH3:16])[N:6]=1)([CH3:1])[CH3:3]. (3) Given the reactants [NH2:1][C:2]1[N:7]=[C:6]([CH:8]2[CH2:10][CH2:9]2)[N:5]=[C:4]([OH:11])[CH:3]=1.[S-:12][C:13]#[N:14].[K+].BrBr, predict the reaction product. The product is: [NH2:1][C:2]1[N:7]=[C:6]([CH:8]2[CH2:9][CH2:10]2)[N:5]=[C:4]([OH:11])[C:3]=1[S:12][C:13]#[N:14]. (4) Given the reactants [CH2:1]([O:8][C:9](=[O:42])[C@@H:10]([NH:18][C:19]([NH:21][C:22]1[CH:27]=[CH:26][C:25]([S:28]([N:31]2[CH2:36][CH2:35][CH:34]([CH:37](OC)[O:38]C)[CH2:33][CH2:32]2)(=[O:30])=[O:29])=[CH:24][CH:23]=1)=[O:20])[CH2:11][C:12]1[CH:17]=[CH:16][CH:15]=[CH:14][CH:13]=1)[C:2]1[CH:7]=[CH:6][CH:5]=[CH:4][CH:3]=1.[I-].[Na+].ClC([SiH3])(Cl)Cl, predict the reaction product. The product is: [CH2:1]([O:8][C:9](=[O:42])[C@@H:10]([NH:18][C:19]([NH:21][C:22]1[CH:23]=[CH:24][C:25]([S:28]([N:31]2[CH2:36][CH2:35][CH:34]([CH:37]=[O:38])[CH2:33][CH2:32]2)(=[O:30])=[O:29])=[CH:26][CH:27]=1)=[O:20])[CH2:11][C:12]1[CH:13]=[CH:14][CH:15]=[CH:16][CH:17]=1)[C:2]1[CH:3]=[CH:4][CH:5]=[CH:6][CH:7]=1. (5) Given the reactants [CH:1]([C:3]1[O:7][C:6]([C:8]([OH:10])=[O:9])=[CH:5][CH:4]=1)=[O:2].C(N(CC)CC)C.ClC(OCC)=O.[CH2:24](O)[C:25]1[CH:30]=[CH:29][CH:28]=[CH:27][CH:26]=1, predict the reaction product. The product is: [CH2:24]([O:9][C:8]([C:6]1[O:7][C:3]([CH:1]=[O:2])=[CH:4][CH:5]=1)=[O:10])[C:25]1[CH:30]=[CH:29][CH:28]=[CH:27][CH:26]=1. (6) The product is: [NH2:1][C:2]1[C:7]([C:8]#[N:9])=[C:6]([NH:10][C@H:11]([C:13]2[N:17]([CH3:18])[C:16]3[C:19]([C:28]4[CH:29]=[CH:30][N:25]=[CH:26][CH:27]=4)=[C:20]([F:23])[CH:21]=[CH:22][C:15]=3[N:14]=2)[CH3:12])[N:5]=[CH:4][N:3]=1. Given the reactants [NH2:1][C:2]1[C:7]([C:8]#[N:9])=[C:6]([NH:10][C@H:11]([C:13]2[N:17]([CH3:18])[C:16]3[C:19](Br)=[C:20]([F:23])[CH:21]=[CH:22][C:15]=3[N:14]=2)[CH3:12])[N:5]=[CH:4][N:3]=1.[N:25]1[CH:30]=[CH:29][C:28](B(O)O)=[CH:27][CH:26]=1.C(=O)([O-])[O-].[Cs+].[Cs+], predict the reaction product. (7) The product is: [F:22][C:23]1[CH:28]=[CH:27][CH:26]=[CH:25][C:24]=1[CH2:29][C:30]([NH:2][CH2:3][C:4]1[CH2:5][CH2:6][C:7](=[O:9])[NH:14][N:13]=1)=[O:31]. Given the reactants Cl.[NH2:2][CH2:3][C:4](=O)[CH2:5][CH2:6][C:7]([O:9]C)=O.O.[NH2:13][NH2:14].C(N(CC)CC)C.[F:22][C:23]1[CH:28]=[CH:27][CH:26]=[CH:25][C:24]=1[CH2:29][C:30](Cl)=[O:31], predict the reaction product.